This data is from Reaction yield outcomes from USPTO patents with 853,638 reactions. The task is: Predict the reaction yield, written as a fraction of the theoretical maximum amount of product (1.0 means a 100% yield; for example, 0.34 means a 34% yield). (1) The reactants are [C:1](Cl)(=O)C.[Cl:5][C:6]1[CH:14]=[C:13]([O:15][CH3:16])[C:12]([N+:17]([O-:19])=[O:18])=[CH:11][C:7]=1[C:8]([OH:10])=[O:9]. The catalyst is CO. The product is [Cl:5][C:6]1[CH:14]=[C:13]([O:15][CH3:16])[C:12]([N+:17]([O-:19])=[O:18])=[CH:11][C:7]=1[C:8]([O:10][CH3:1])=[O:9]. The yield is 0.990. (2) The reactants are [CH3:1][O:2][C:3](=[O:17])[CH2:4][CH2:5][C:6]([C:8]1[CH:13]=[CH:12][C:11]([CH2:14][CH2:15][OH:16])=[CH:10][CH:9]=1)=O. The catalyst is CO.[Pd]. The product is [CH3:1][O:2][C:3](=[O:17])[CH2:4][CH2:5][CH2:6][C:8]1[CH:9]=[CH:10][C:11]([CH2:14][CH2:15][OH:16])=[CH:12][CH:13]=1. The yield is 0.390. (3) The reactants are [C:1]([O:4][CH2:5][CH3:6])(=[O:3])[CH3:2].[Li].[Br:8][C:9]1[CH:16]=[CH:15][C:12]([CH:13]=[O:14])=[CH:11][CH:10]=1.[Cl-].[NH4+]. The catalyst is O1CCCC1.C1CCCCC1. The product is [Br:8][C:9]1[CH:16]=[CH:15][C:12]([CH:13]([OH:14])[CH2:2][C:1]([O:4][CH2:5][CH3:6])=[O:3])=[CH:11][CH:10]=1. The yield is 0.800. (4) The reactants are [F:1][C:2]1[C:3]([C:8]([OH:10])=O)=[N:4][CH:5]=[CH:6][CH:7]=1.Cl.CN(C)CCCN=C=NCC.[NH2:23][C:24]1[N:29]=[C:28]([NH:30][C:31]2[CH:36]=[CH:35][CH:34]=[CH:33][CH:32]=2)[N:27]=[C:26]([C:37](=[N:39]O)[NH2:38])[N:25]=1. The catalyst is N1C=CC=CC=1. The product is [F:1][C:2]1[C:3]([C:8]2[O:10][N:39]=[C:37]([C:26]3[N:27]=[C:28]([NH:30][C:31]4[CH:36]=[CH:35][CH:34]=[CH:33][CH:32]=4)[N:29]=[C:24]([NH2:23])[N:25]=3)[N:38]=2)=[N:4][CH:5]=[CH:6][CH:7]=1. The yield is 0.130. (5) The reactants are [CH3:1][C:2]([C:4]1[CH:9]=[CH:8][CH:7]=[C:6]([NH:10][C:11]([CH3:13])=[O:12])[CH:5]=1)=[O:3].CO[CH:16](OC)[N:17]([CH3:19])[CH3:18].C1(C)C=CC=CC=1. The catalyst is CCOC(C)=O. The product is [CH3:16][N:17]([CH3:19])[CH:18]=[CH:1][C:2]([C:4]1[CH:5]=[C:6]([NH:10][C:11](=[O:12])[CH3:13])[CH:7]=[CH:8][CH:9]=1)=[O:3]. The yield is 0.950. (6) The reactants are [C:1](Cl)(=[O:5])[C:2](Cl)=O.[NH3:7].[C:8]1([CH3:14])[CH:13]=[CH:12][CH:11]=[CH:10][CH:9]=1. No catalyst specified. The product is [C:8]1([CH3:14])[CH:13]=[CH:12][C:11]([C:12]2[CH:13]=[CH:8][CH:9]=[CH:10][C:2]=2[C:1]([NH2:7])=[O:5])=[CH:10][CH:9]=1. The yield is 0.840. (7) The reactants are [C:1]([O:5][C:6](=[O:16])[NH:7][C@H:8]1[CH2:13][CH2:12][C@H:11]([CH2:14][OH:15])[CH2:10][CH2:9]1)([CH3:4])([CH3:3])[CH3:2].CC(OI1(OC(C)=O)(OC(C)=O)OC(=O)C2C=CC=CC1=2)=O. The catalyst is C(Cl)Cl. The product is [C:1]([O:5][C:6](=[O:16])[NH:7][C@H:8]1[CH2:9][CH2:10][C@H:11]([CH:14]=[O:15])[CH2:12][CH2:13]1)([CH3:4])([CH3:2])[CH3:3]. The yield is 0.500.